This data is from NCI-60 drug combinations with 297,098 pairs across 59 cell lines. The task is: Regression. Given two drug SMILES strings and cell line genomic features, predict the synergy score measuring deviation from expected non-interaction effect. (1) Drug 1: CN1C2=C(C=C(C=C2)N(CCCl)CCCl)N=C1CCCC(=O)O.Cl. Drug 2: C1CC(=O)NC(=O)C1N2C(=O)C3=CC=CC=C3C2=O. Cell line: MALME-3M. Synergy scores: CSS=-1.51, Synergy_ZIP=-0.537, Synergy_Bliss=-2.38, Synergy_Loewe=-2.66, Synergy_HSA=-3.41. (2) Drug 1: CN1CCC(CC1)COC2=C(C=C3C(=C2)N=CN=C3NC4=C(C=C(C=C4)Br)F)OC. Drug 2: CC1CCC2CC(C(=CC=CC=CC(CC(C(=O)C(C(C(=CC(C(=O)CC(OC(=O)C3CCCCN3C(=O)C(=O)C1(O2)O)C(C)CC4CCC(C(C4)OC)O)C)C)O)OC)C)C)C)OC. Cell line: SN12C. Synergy scores: CSS=35.5, Synergy_ZIP=-1.41, Synergy_Bliss=2.75, Synergy_Loewe=2.77, Synergy_HSA=7.14. (3) Drug 1: C1C(C(OC1N2C=NC3=C2NC=NCC3O)CO)O. Drug 2: C1CCC(C(C1)N)N.C(=O)(C(=O)[O-])[O-].[Pt+4]. Cell line: MDA-MB-231. Synergy scores: CSS=16.7, Synergy_ZIP=5.29, Synergy_Bliss=12.5, Synergy_Loewe=7.80, Synergy_HSA=8.88. (4) Drug 1: CN1CCC(CC1)COC2=C(C=C3C(=C2)N=CN=C3NC4=C(C=C(C=C4)Br)F)OC. Drug 2: CC(C1=C(C=CC(=C1Cl)F)Cl)OC2=C(N=CC(=C2)C3=CN(N=C3)C4CCNCC4)N. Cell line: EKVX. Synergy scores: CSS=33.3, Synergy_ZIP=1.44, Synergy_Bliss=5.64, Synergy_Loewe=5.36, Synergy_HSA=7.29. (5) Drug 1: CS(=O)(=O)C1=CC(=C(C=C1)C(=O)NC2=CC(=C(C=C2)Cl)C3=CC=CC=N3)Cl. Drug 2: CCC1(C2=C(COC1=O)C(=O)N3CC4=CC5=C(C=CC(=C5CN(C)C)O)N=C4C3=C2)O.Cl. Cell line: EKVX. Synergy scores: CSS=8.40, Synergy_ZIP=-2.44, Synergy_Bliss=-1.67, Synergy_Loewe=-0.387, Synergy_HSA=-1.35. (6) Drug 1: C1=CC(=CC=C1C#N)C(C2=CC=C(C=C2)C#N)N3C=NC=N3. Drug 2: CN(CC1=CN=C2C(=N1)C(=NC(=N2)N)N)C3=CC=C(C=C3)C(=O)NC(CCC(=O)O)C(=O)O. Cell line: A549. Synergy scores: CSS=67.9, Synergy_ZIP=33.8, Synergy_Bliss=28.6, Synergy_Loewe=-11.7, Synergy_HSA=27.1. (7) Drug 1: C1CN1C2=NC(=NC(=N2)N3CC3)N4CC4. Drug 2: COC1=C2C(=CC3=C1OC=C3)C=CC(=O)O2. Cell line: UO-31. Synergy scores: CSS=19.1, Synergy_ZIP=-5.86, Synergy_Bliss=0.363, Synergy_Loewe=-12.2, Synergy_HSA=-1.63.